Task: Predict the reaction yield, written as a fraction of the theoretical maximum amount of product (1.0 means a 100% yield; for example, 0.34 means a 34% yield).. Dataset: Reaction yield outcomes from USPTO patents with 853,638 reactions The reactants are [H-].[Na+].[C:3]([CH2:5]P(=O)(OCC)OCC)#[N:4].[CH2:14]([O:21][C:22]1[CH:23]=[C:24]([CH:27]=[CH:28][C:29]=1[N+:30]([O-:32])=[O:31])[CH:25]=O)[C:15]1[CH:20]=[CH:19][CH:18]=[CH:17][CH:16]=1. The catalyst is C1COCC1. The product is [CH2:14]([O:21][C:22]1[CH:23]=[C:24]([CH:25]=[CH:5][C:3]#[N:4])[CH:27]=[CH:28][C:29]=1[N+:30]([O-:32])=[O:31])[C:15]1[CH:20]=[CH:19][CH:18]=[CH:17][CH:16]=1. The yield is 1.00.